Dataset: Cav3 T-type calcium channel HTS with 100,875 compounds. Task: Binary Classification. Given a drug SMILES string, predict its activity (active/inactive) in a high-throughput screening assay against a specified biological target. (1) The drug is O(c1c(NC(=O)c2nccnc2)cccc1)c1cc(ccc1)C. The result is 0 (inactive). (2) The molecule is S(Cc1occc1C(OCC)=O)Cc1oc(cc1)C(OC)=O. The result is 0 (inactive). (3) The molecule is S1CC(=Nn2c(nnc12)c1sccc1)C. The result is 0 (inactive). (4) The molecule is O=c1n(c(=O)n(c2nc3n(CCCCN3c3ccc(OC)cc3)c12)C)C. The result is 0 (inactive). (5) The molecule is FC(F)(F)c1nc(nc2CCC(Cc12)C)NCCO. The result is 0 (inactive). (6) The molecule is Clc1cc(N2CCN(C(=O)CCN3C(=O)C4C(C5CC4C=C5)C3=O)CC2)ccc1. The result is 0 (inactive). (7) The molecule is s1c2c(=O)n(CCCC(=O)N3CCN(CC3)Cc3cc4OCOc4cc3)c(=O)[nH]c2cc1. The result is 0 (inactive). (8) The molecule is O1CCN(C(c2ccccc2)C(=O)Nc2c(cccc2C)C)CC1. The result is 0 (inactive).